Dataset: Reaction yield outcomes from USPTO patents with 853,638 reactions. Task: Predict the reaction yield, written as a fraction of the theoretical maximum amount of product (1.0 means a 100% yield; for example, 0.34 means a 34% yield). (1) The reactants are [NH2:1][C:2]1[N:6]([C:7]2[CH:12]=[CH:11][CH:10]=[CH:9][CH:8]=2)[N:5]=[C:4]([C:13]([NH:15][CH3:16])=[O:14])[C:3]=1[CH3:17].C1(C2C=CC([CH2:27][O:28]C)=CC=2CN)CC1.[Br:32][C:33]1[CH:34]=[CH:35][C:36]([O:41][C:42]([F:45])([F:44])[F:43])=[C:37]([CH2:39][NH2:40])[CH:38]=1. No catalyst specified. The product is [Br:32][C:33]1[CH:34]=[CH:35][C:36]([O:41][C:42]([F:43])([F:44])[F:45])=[C:37]([CH:38]=1)[CH2:39][NH:40][C:27](=[O:28])[NH:1][C:2]1[N:6]([C:7]2[CH:12]=[CH:11][CH:10]=[CH:9][CH:8]=2)[N:5]=[C:4]([C:13]([NH:15][CH3:16])=[O:14])[C:3]=1[CH3:17]. The yield is 0.110. (2) The reactants are [CH3:1][N:2]1[CH2:8][CH2:7][CH2:6][NH:5][CH2:4][CH2:3]1.F[C:10]1[CH:19]=[CH:18][C:13]([C:14]([O:16][CH3:17])=[O:15])=[CH:12][CH:11]=1. The catalyst is CC(N(C)C)=O. The product is [CH3:1][N:2]1[CH2:8][CH2:7][CH2:6][N:5]([C:10]2[CH:19]=[CH:18][C:13]([C:14]([O:16][CH3:17])=[O:15])=[CH:12][CH:11]=2)[CH2:4][CH2:3]1. The yield is 0.241.